This data is from Catalyst prediction with 721,799 reactions and 888 catalyst types from USPTO. The task is: Predict which catalyst facilitates the given reaction. Reactant: [Cl:1][C:2]1[N:19]=[C:18]2[C:5](=[N:6][CH2:7][N:8]2[C@@H:9]2[O:17][C@H:14]([CH2:15][OH:16])[C@@H:12]([OH:13])[C@H:10]2[OH:11])[C:4](Cl)([NH2:20])[N:3]=1.[CH:22]1(N)[CH2:27][CH2:26][CH2:25][CH2:24][CH2:23]1. Product: [Cl:1][C:2]1[N:3]=[C:4]([NH:20][CH:22]2[CH2:27][CH2:26][CH2:25][CH2:24][CH2:23]2)[C:5]2[N:6]=[CH:7][N:8]([C:18]=2[N:19]=1)[C@@H:9]1[O:17][C@H:14]([CH2:15][OH:16])[C@@H:12]([OH:13])[C@H:10]1[OH:11]. The catalyst class is: 8.